Dataset: Full USPTO retrosynthesis dataset with 1.9M reactions from patents (1976-2016). Task: Predict the reactants needed to synthesize the given product. (1) The reactants are: [NH2:1][C@H:2]1[CH2:7][CH2:6][C@H:5]([NH:8][C:9]2[CH:10]=[C:11]([NH:28][C:29]3[CH:34]=[CH:33][CH:32]=[C:31](Br)[N:30]=3)[C:12]3[N:13]([C:15]([C:18]([NH:20][C:21]4[CH:26]=[CH:25][N:24]=[CH:23][C:22]=4[F:27])=[O:19])=[CH:16][N:17]=3)[N:14]=2)[CH2:4][CH2:3]1.[CH3:36][N:37]1[CH2:42][CH2:41][NH:40][CH2:39][CH2:38]1. Given the product [NH2:1][C@H:2]1[CH2:7][CH2:6][C@H:5]([NH:8][C:9]2[CH:10]=[C:11]([NH:28][C:29]3[CH:34]=[CH:33][CH:32]=[C:31]([N:40]4[CH2:41][CH2:42][N:37]([CH3:36])[CH2:38][CH2:39]4)[N:30]=3)[C:12]3[N:13]([C:15]([C:18]([NH:20][C:21]4[CH:26]=[CH:25][N:24]=[CH:23][C:22]=4[F:27])=[O:19])=[CH:16][N:17]=3)[N:14]=2)[CH2:4][CH2:3]1, predict the reactants needed to synthesize it. (2) Given the product [O:1]=[C:2]1[CH2:7][CH:6]2[C:5]3([C:10]([O:12][CH2:13][CH3:14])=[O:11])[CH:3]([CH2:9][CH2:8]2)[CH:4]13, predict the reactants needed to synthesize it. The reactants are: [O:1]=[C:2]1[CH2:7][CH:6]2[CH2:8][CH2:9][CH:3]1[CH:4]=[C:5]2[C:10]([O:12][CH2:13][CH3:14])=[O:11]. (3) Given the product [CH2:13]([NH:15][S:9]([C:6]1[CH:7]=[CH:8][C:3]([O:2][CH3:1])=[CH:4][CH:5]=1)(=[O:11])=[O:10])[CH3:14], predict the reactants needed to synthesize it. The reactants are: [CH3:1][O:2][C:3]1[CH:8]=[CH:7][C:6]([S:9](Cl)(=[O:11])=[O:10])=[CH:5][CH:4]=1.[CH2:13]([NH2:15])[CH3:14]. (4) The reactants are: [Br:1][C:2]1[CH:3]=[C:4]([CH:7]=[C:8]([OH:11])[C:9]=1[OH:10])[CH:5]=[O:6].C([O-])([O-])=O.[K+].[K+].Br[CH2:19][CH2:20]Br.O. Given the product [Br:1][C:2]1[C:9]2[O:10][CH2:19][CH2:20][O:11][C:8]=2[CH:7]=[C:4]([CH:5]=[O:6])[CH:3]=1, predict the reactants needed to synthesize it. (5) Given the product [CH3:15][N:16]1[CH2:21][CH2:20][N:19]([C:5]2[CH:4]=[CH:3][C:2]([N+:12]([O-:14])=[O:13])=[CH:7][C:6]=2[C:8]([F:11])([F:10])[F:9])[CH2:18][CH2:17]1, predict the reactants needed to synthesize it. The reactants are: F[C:2]1([N+:12]([O-:14])=[O:13])[CH:7]=[C:6]([C:8]([F:11])([F:10])[F:9])[CH:5]=[CH:4][CH2:3]1.[CH3:15][N:16]1[CH2:21][CH2:20][NH:19][CH2:18][CH2:17]1. (6) Given the product [OH:10][C:3]1[C:2]([NH:1][C:17]2[C:18](=[O:22])[C:19](=[O:20])[C:16]=2[O:15][CH3:14])=[CH:6][S:5][C:4]=1[C:7]([O-:9])=[O:8].[CH3:11][N-:12][CH3:13], predict the reactants needed to synthesize it. The reactants are: [NH2:1][C:2]1[C:3]([OH:10])=[C:4]([C:7]([O-:9])=[O:8])[S:5][CH:6]=1.[CH3:11][N-:12][CH3:13].[CH3:14][O:15][C:16]1[C:17](=O)[C:18](=[O:22])[C:19]=1[O:20]C. (7) The reactants are: C([O:3][C:4]([CH:6]1[CH2:11][CH2:10][C:9](=[CH2:12])[CH2:8][CH2:7]1)=O)C.[H-].[H-].[H-].[H-].[Li+].[Al+3]. Given the product [CH2:12]=[C:9]1[CH2:10][CH2:11][CH:6]([CH2:4][OH:3])[CH2:7][CH2:8]1, predict the reactants needed to synthesize it.